This data is from Catalyst prediction with 721,799 reactions and 888 catalyst types from USPTO. The task is: Predict which catalyst facilitates the given reaction. (1) Reactant: [N-:1]=[N+:2]=[N-:3].[Na+].Cl.C(N(CC)CC)C.[N+:13]([C:16]1[CH:21]=[CH:20][C:19]([C:22]2[O:23][C:24]3[CH:25]=[C:26]4[C:32](=[O:33])[N:31]([CH2:34][CH2:35][CH2:36][C:37]#[N:38])[C:30](=[S:39])[N:27]4[C:28]=3[CH:29]=2)=[CH:18][CH:17]=1)([O-:15])=[O:14]. Product: [N+:13]([C:16]1[CH:17]=[CH:18][C:19]([C:22]2[O:23][C:24]3[CH:25]=[C:26]4[C:32](=[O:33])[N:31]([CH2:34][CH2:35][CH2:36][C:37]5[N:1]=[N:2][NH:3][N:38]=5)[C:30](=[S:39])[N:27]4[C:28]=3[CH:29]=2)=[CH:20][CH:21]=1)([O-:15])=[O:14]. The catalyst class is: 57. (2) Reactant: [O:1]1[C:6]2[CH:7]=[CH:8][CH:9]=[CH:10][C:5]=2[O:4][CH2:3][C@H:2]1[C:11]([N:13]1[CH2:20][CH2:19][C@:18]2([CH3:23])[C@@H:21]([CH3:22])[C@H:14]1[CH2:15][C:16]1[CH:27]=[CH:26][C:25](OS(C(F)(F)F)(=O)=O)=[CH:24][C:17]=12)=[O:12]. Product: [O:1]1[C:6]2[CH:7]=[CH:8][CH:9]=[CH:10][C:5]=2[O:4][CH2:3][C@H:2]1[C:11]([N:13]1[CH2:20][CH2:19][C@:18]2([CH3:23])[C@@H:21]([CH3:22])[C@H:14]1[CH2:15][C:16]1[CH:27]=[CH:26][CH:25]=[CH:24][C:17]=12)=[O:12]. The catalyst class is: 381. (3) Reactant: [CH3:1][C@@H:2]1[CH2:6][C:5]2[C:7]([CH:32]3[CH2:37][CH2:36][NH:35][CH2:34][CH2:33]3)=[C:8]([CH3:31])[CH:9]=[C:10]([NH:11][C:12]3[N:17]=[C:16]([NH:18][C:19]4[CH:24]=[CH:23][CH:22]=[CH:21][C:20]=4[S:25]([CH:28]([CH3:30])[CH3:29])(=[O:27])=[O:26])[N:15]=[CH:14][N:13]=3)[C:4]=2[O:3]1.Cl[CH2:39][C:40]([N:42]([CH3:44])[CH3:43])=[O:41].C([O-])([O-])=O.[K+].[K+]. Product: [CH:28]([S:25]([C:20]1[CH:21]=[CH:22][CH:23]=[CH:24][C:19]=1[NH:18][C:16]1[N:15]=[CH:14][N:13]=[C:12]([NH:11][C:10]2[C:4]3[O:3][C@H:2]([CH3:1])[CH2:6][C:5]=3[C:7]([CH:32]3[CH2:33][CH2:34][N:35]([CH2:39][C:40]([N:42]([CH3:44])[CH3:43])=[O:41])[CH2:36][CH2:37]3)=[C:8]([CH3:31])[CH:9]=2)[N:17]=1)(=[O:27])=[O:26])([CH3:29])[CH3:30]. The catalyst class is: 18. (4) Reactant: [NH2:1][C:2]1[CH:10]=[CH:9][CH:8]=[C:7]([O:11][CH3:12])[C:3]=1[C:4]([OH:6])=[O:5].[CH3:13][N:14]=[C:15]=O.Cl.CN(C)CCCN=C=NCC.C(N(CC)CC)C. Product: [CH3:12][O:11][C:7]1[C:3]2[C:4](=[O:6])[O:5][C:13]([NH:14][CH3:15])=[N:1][C:2]=2[CH:10]=[CH:9][CH:8]=1. The catalyst class is: 38.